Dataset: Forward reaction prediction with 1.9M reactions from USPTO patents (1976-2016). Task: Predict the product of the given reaction. (1) Given the reactants [OH:1][C:2]1[C:10]([CH3:11])=[CH:9][C:8]([C:12]2[N:13]([C:28]([O:30][C:31]([CH3:34])([CH3:33])[CH3:32])=[O:29])[C:14]3[C:19]([CH:20]=2)=[CH:18][C:17]([CH2:21][N:22]2[CH2:27][CH2:26][CH2:25][CH2:24][CH2:23]2)=[CH:16][CH:15]=3)=[C:7]2[C:3]=1[CH2:4][NH:5][C:6]2=[O:35].C(N(CC)CC)C.[CH3:43][S:44](Cl)(=[O:46])=[O:45], predict the reaction product. The product is: [CH3:43][S:44]([O:1][C:2]1[C:10]([CH3:11])=[CH:9][C:8]([C:12]2[N:13]([C:28]([O:30][C:31]([CH3:32])([CH3:34])[CH3:33])=[O:29])[C:14]3[C:19]([CH:20]=2)=[CH:18][C:17]([CH2:21][N:22]2[CH2:27][CH2:26][CH2:25][CH2:24][CH2:23]2)=[CH:16][CH:15]=3)=[C:7]2[C:3]=1[CH2:4][NH:5][C:6]2=[O:35])(=[O:46])=[O:45]. (2) Given the reactants Cl.[Cl:2][C:3]1[C:11]2[C:6](=[CH:7][C:8]([C:12]([NH:14][C@H:15]([C:26]3[CH:31]=[CH:30][CH:29]=[CH:28][CH:27]=3)[CH2:16][O:17][CH2:18][CH2:19][CH:20]3[CH2:25][CH2:24][NH:23][CH2:22][CH2:21]3)=[O:13])=[CH:9][CH:10]=2)[NH:5][CH:4]=1.[CH2:32]=O, predict the reaction product. The product is: [ClH:2].[Cl:2][C:3]1[C:11]2[C:6](=[CH:7][C:8]([C:12]([NH:14][C@H:15]([C:26]3[CH:31]=[CH:30][CH:29]=[CH:28][CH:27]=3)[CH2:16][O:17][CH2:18][CH2:19][CH:20]3[CH2:21][CH2:22][N:23]([CH3:32])[CH2:24][CH2:25]3)=[O:13])=[CH:9][CH:10]=2)[NH:5][CH:4]=1. (3) Given the reactants O[Li].O.[CH3:4][C:5]1[C:6]([CH2:18][CH2:19][C:20]2[CH:25]=[CH:24][CH:23]=[CH:22][C:21]=2[CH2:26][C:27]([O:29]C)=[O:28])=[N:7][C:8]([NH:11][C:12]2[CH:13]=[N:14][N:15]([CH3:17])[CH:16]=2)=[N:9][CH:10]=1, predict the reaction product. The product is: [CH3:4][C:5]1[C:6]([CH2:18][CH2:19][C:20]2[CH:25]=[CH:24][CH:23]=[CH:22][C:21]=2[CH2:26][C:27]([OH:29])=[O:28])=[N:7][C:8]([NH:11][C:12]2[CH:13]=[N:14][N:15]([CH3:17])[CH:16]=2)=[N:9][CH:10]=1. (4) Given the reactants [CH2:1]([N:3]1[CH:7]=[C:6](B2OC(C)(C)C(C)(C)O2)[C:5]([C:17]2[CH:22]=[CH:21][C:20]([N+:23]([O-:25])=[O:24])=[CH:19][CH:18]=2)=[N:4]1)[CH3:2].Br[C:27]1[CH:35]=[CH:34][CH:33]=[C:32]2[C:28]=1[CH:29]=[C:30]([C:45]1[CH:52]=[CH:51][C:48]([CH:49]=[O:50])=[CH:47][CH:46]=1)[N:31]2[S:36]([C:39]1[CH:44]=[CH:43][CH:42]=[CH:41][CH:40]=1)(=[O:38])=[O:37], predict the reaction product. The product is: [CH2:1]([N:3]1[CH:7]=[C:6]([C:27]2[CH:35]=[CH:34][CH:33]=[C:32]3[C:28]=2[CH:29]=[C:30]([C:45]2[CH:46]=[CH:47][C:48]([CH:49]=[O:50])=[CH:51][CH:52]=2)[N:31]3[S:36]([C:39]2[CH:44]=[CH:43][CH:42]=[CH:41][CH:40]=2)(=[O:38])=[O:37])[C:5]([C:17]2[CH:18]=[CH:19][C:20]([N+:23]([O-:25])=[O:24])=[CH:21][CH:22]=2)=[N:4]1)[CH3:2]. (5) Given the reactants [CH2:1]([C:3]([C:13]1[CH:18]=[CH:17][C:16]([OH:19])=[C:15]([CH3:20])[CH:14]=1)([C:6]1[CH:7]=[C:8]([CH3:12])[CH:9]=[CH:10][CH:11]=1)[CH2:4][CH3:5])[CH3:2].[O:21](S(C(F)(F)F)(=O)=O)[S:22]([C:25]([F:28])([F:27])[F:26])(=O)=[O:23].CCN(CC)CC.C([O-])(O)=O.[Na+], predict the reaction product. The product is: [CH2:1]([C:3]([C:13]1[CH:18]=[CH:17][C:16]([O:19][S:22]([C:25]([F:28])([F:27])[F:26])(=[O:23])=[O:21])=[C:15]([CH3:20])[CH:14]=1)([C:6]1[CH:7]=[C:8]([CH3:12])[CH:9]=[CH:10][CH:11]=1)[CH2:4][CH3:5])[CH3:2].